This data is from M1 muscarinic receptor agonist screen with 61,833 compounds. The task is: Binary Classification. Given a drug SMILES string, predict its activity (active/inactive) in a high-throughput screening assay against a specified biological target. The drug is o1c(N2CCC(CC2)Cc2ccccc2)c(nc1Cc1ccccc1)C#N. The result is 0 (inactive).